Task: Predict the reactants needed to synthesize the given product.. Dataset: Full USPTO retrosynthesis dataset with 1.9M reactions from patents (1976-2016) (1) Given the product [OH:2][N:3]=[CH:7][C@H:9]1[CH2:13][N:12]([C:14]([O:16][C:17]([CH3:20])([CH3:19])[CH3:18])=[O:15])[CH2:11][C@@H:10]1[C:21]([O:23][C:24]([CH3:27])([CH3:26])[CH3:25])=[O:22], predict the reactants needed to synthesize it. The reactants are: [Cl-].[OH:2][NH3+:3].O.[OH-].[Na+].[CH:7]([C@H:9]1[CH2:13][N:12]([C:14]([O:16][C:17]([CH3:20])([CH3:19])[CH3:18])=[O:15])[CH2:11][C@@H:10]1[C:21]([O:23][C:24]([CH3:27])([CH3:26])[CH3:25])=[O:22])=O. (2) Given the product [Br:18][C:17]1[CH:16]=[N:15][N:14]2[C:9]([NH:8][CH2:1][C:2]3[CH:3]=[CH:4][CH:5]=[CH:6][CH:7]=3)=[C:10]([C:19]([N:31]3[CH2:32][CH2:33][CH:28]([C:24]4[S:23][CH:27]=[CH:26][CH:25]=4)[CH2:29][CH2:30]3)=[O:21])[CH:11]=[N:12][C:13]=12, predict the reactants needed to synthesize it. The reactants are: [CH2:1]([NH:8][C:9]1[N:14]2[N:15]=[CH:16][C:17]([Br:18])=[C:13]2[N:12]=[CH:11][C:10]=1[C:19]([OH:21])=O)[C:2]1[CH:7]=[CH:6][CH:5]=[CH:4][CH:3]=1.Cl.[S:23]1[CH:27]=[CH:26][CH:25]=[C:24]1[CH:28]1[CH2:33][CH2:32][NH:31][CH2:30][CH2:29]1. (3) Given the product [ClH:21].[ClH:21].[CH3:14][N:11]1[CH2:12][CH2:13][NH:8][CH2:9][CH:10]1[C:15]1[CH:16]=[CH:17][CH:18]=[CH:19][CH:20]=1, predict the reactants needed to synthesize it. The reactants are: C(OC([N:8]1[CH2:13][CH2:12][N:11]([CH3:14])[CH:10]([C:15]2[CH:20]=[CH:19][CH:18]=[CH:17][CH:16]=2)[CH2:9]1)=O)(C)(C)C.[ClH:21]. (4) Given the product [NH2:1][C:2]1[N:7]=[CH:6][N:5]=[C:4]([NH:8][C@H:9]([C:11]2[N:16]([C:17]3[CH:22]=[CH:21][CH:20]=[CH:19][CH:18]=3)[C:15](=[O:23])[C:14]3=[C:24]([CH3:27])[CH:25]=[CH:26][N:13]3[N:12]=2)[CH3:10])[C:3]=1[C:32]1[CH:33]=[C:34]([OH:36])[CH:35]=[C:30]([Cl:29])[CH:31]=1, predict the reactants needed to synthesize it. The reactants are: [NH2:1][C:2]1[N:7]=[CH:6][N:5]=[C:4]([NH:8][C@H:9]([C:11]2[N:16]([C:17]3[CH:22]=[CH:21][CH:20]=[CH:19][CH:18]=3)[C:15](=[O:23])[C:14]3=[C:24]([CH3:27])[CH:25]=[CH:26][N:13]3[N:12]=2)[CH3:10])[C:3]=1Br.[Cl:29][C:30]1[CH:31]=[C:32](B(O)O)[CH:33]=[C:34]([OH:36])[CH:35]=1.C(=O)([O-])[O-].[Na+].[Na+]. (5) Given the product [C:25]([O:24][C:22]([NH:29][C@H:30]([CH2:31][C:52]1[CH:57]=[CH:56][CH:55]=[CH:54][CH:53]=1)[CH2:32][NH:13][C:12](=[O:62])[C@H:11]([NH:10][C:9](=[O:21])[O:8][CH2:1][C:2]1[CH:3]=[CH:4][CH:5]=[CH:6][CH:7]=1)[CH3:14])=[O:23])([CH3:26])([CH3:27])[CH3:28], predict the reactants needed to synthesize it. The reactants are: [CH2:1]([O:8][C:9](=[O:21])[NH:10][C@H:11]([CH2:14]C1C=CC=CC=1)[CH2:12][NH2:13])[C:2]1[CH:7]=[CH:6][CH:5]=[CH:4][CH:3]=1.[C:22]([NH:29][C@@H:30]([C:32](O)=O)[CH3:31])([O:24][C:25]([CH3:28])([CH3:27])[CH3:26])=[O:23].Cl.CN(C)CCCN=C=NCC.O.ON1[C:53]2[CH:54]=[CH:55][CH:56]=[CH:57][C:52]=2N=N1.CN1CC[O:62]CC1.